The task is: Predict the reactants needed to synthesize the given product.. This data is from Full USPTO retrosynthesis dataset with 1.9M reactions from patents (1976-2016). (1) The reactants are: [CH3:1][S:2]([C:5]1[CH:10]=[CH:9][N+:8]([O-])=[C:7]([CH3:12])[C:6]=1[CH3:13])(=[O:4])=[O:3].C(O)(=[O:16])C.C(OC(=O)C)(=O)C. Given the product [CH3:1][S:2]([C:5]1[CH:10]=[CH:9][N:8]=[C:7]([CH2:12][OH:16])[C:6]=1[CH3:13])(=[O:4])=[O:3], predict the reactants needed to synthesize it. (2) Given the product [CH2:3]([O:10][C:11]1[CH:19]=[C:18]2[C:14]([CH:15]=[CH:16][N:17]2[CH2:20][CH:21]([OH:23])[CH3:22])=[CH:13][CH:12]=1)[C:4]1[CH:5]=[CH:6][CH:7]=[CH:8][CH:9]=1, predict the reactants needed to synthesize it. The reactants are: [H-].[Na+].[CH2:3]([O:10][C:11]1[CH:19]=[C:18]2[C:14]([CH:15]=[CH:16][NH:17]2)=[CH:13][CH:12]=1)[C:4]1[CH:9]=[CH:8][CH:7]=[CH:6][CH:5]=1.[CH2:20]1[O:23][CH:21]1[CH3:22].OP([O-])(O)=O.[K+]. (3) Given the product [CH:35]1([C:30]2[C:4]([O:3][CH2:1][CH3:2])=[CH:5][C:6]([CH2:7][N:8]3[CH2:11][C:10]4([CH2:15][C:14]([N:16]5[CH2:21][CH2:20][C:19]([CH3:27])([C:22]([OH:24])=[O:23])[CH2:18][CH2:17]5)=[N:13][O:12]4)[CH2:9]3)=[CH:28][C:29]=2[O:32][CH2:33][CH3:34])[CH2:37][CH2:36]1, predict the reactants needed to synthesize it. The reactants are: [CH2:1]([O:3][C:4]1[CH:5]=[C:6]([CH:28]=[C:29]([O:32][CH2:33][CH3:34])[C:30]=1I)[CH2:7][N:8]1[CH2:11][C:10]2([CH2:15][C:14]([N:16]3[CH2:21][CH2:20][C:19]([CH3:27])([C:22]([O:24]CC)=[O:23])[CH2:18][CH2:17]3)=[N:13][O:12]2)[CH2:9]1)[CH3:2].[CH:35]1(B(O)O)[CH2:37][CH2:36]1. (4) The reactants are: [Cl:1][C:2]1[N:7]=[C:6]([CH:8]([OH:26])[CH:9]([CH2:15][C:16]2[CH:21]=[CH:20][C:19]([C:22]([F:25])([F:24])[F:23])=[CH:18][CH:17]=2)[C:10]([O:12]CC)=[O:11])[CH:5]=[CH:4][CH:3]=1.[OH-].[Na+].Cl.C(=O)([O-])O.[Na+]. Given the product [Cl:1][C:2]1[N:7]=[C:6]([CH:8]([OH:26])[CH:9]([CH2:15][C:16]2[CH:21]=[CH:20][C:19]([C:22]([F:23])([F:24])[F:25])=[CH:18][CH:17]=2)[C:10]([OH:12])=[O:11])[CH:5]=[CH:4][CH:3]=1, predict the reactants needed to synthesize it. (5) Given the product [Cl:1][C:2]1[CH:7]=[CH:6][C:5]([O:8][C:9]2[CH:10]=[CH:11][C:12]([CH2:15][CH2:16][C:17]3[NH:18][CH:33]=[C:32]([CH2:37][C:38]4[CH:43]=[N:42][CH:41]=[N:40][CH:39]=4)[C:30](=[O:31])[N:19]=3)=[CH:13][CH:14]=2)=[CH:4][C:3]=1[C:20]([F:21])([F:22])[F:23], predict the reactants needed to synthesize it. The reactants are: [Cl:1][C:2]1[CH:7]=[CH:6][C:5]([O:8][C:9]2[CH:14]=[CH:13][C:12]([CH2:15][CH2:16][C:17](=[NH:19])[NH2:18])=[CH:11][CH:10]=2)=[CH:4][C:3]=1[C:20]([F:23])([F:22])[F:21].C([O-])([O-])=O.[K+].[K+].[CH:30]([CH:32]([CH2:37][C:38]1[CH:39]=[N:40][CH:41]=[N:42][CH:43]=1)[C:33](OC)=O)=[O:31]. (6) Given the product [CH3:11][O:10][C:4]1[CH:3]=[C:2]([B:15]2[O:16][C:17]([CH3:19])([CH3:18])[C:13]([CH3:29])([CH3:12])[O:14]2)[CH:9]=[CH:8][C:5]=1[C:6]#[N:7], predict the reactants needed to synthesize it. The reactants are: Br[C:2]1[CH:9]=[CH:8][C:5]([C:6]#[N:7])=[C:4]([O:10][CH3:11])[CH:3]=1.[CH3:12][C:13]1([CH3:29])[C:17]([CH3:19])([CH3:18])[O:16][B:15]([B:15]2[O:16][C:17]([CH3:19])([CH3:18])[C:13]([CH3:29])([CH3:12])[O:14]2)[O:14]1.C([O-])(=O)C.[K+].C(Cl)Cl. (7) Given the product [Br:1][C:2]1[CH:3]=[C:4]([C:8]([O:10][CH2:11][CH3:12])=[O:9])[S:5][C:6]=1[C:18]1[CH:19]=[C:14]([F:13])[CH:15]=[C:16]([C:29]#[N:30])[CH:17]=1, predict the reactants needed to synthesize it. The reactants are: [Br:1][C:2]1[CH:3]=[C:4]([C:8]([O:10][CH2:11][CH3:12])=[O:9])[S:5][C:6]=1Br.[F:13][C:14]1[CH:15]=[C:16]([C:29]#[N:30])[CH:17]=[C:18](B2OC(C)(C)C(C)(C)O2)[CH:19]=1.C(=O)([O-])[O-].[Cs+].[Cs+].C1(P(C2CCCCC2)C2C=CC=CC=2C2C(C(C)C)=CC(C(C)C)=CC=2C(C)C)CCCCC1.